This data is from Forward reaction prediction with 1.9M reactions from USPTO patents (1976-2016). The task is: Predict the product of the given reaction. (1) Given the reactants [CH2:1]([OH:6])[CH2:2][C:3]#[C:4][CH3:5].C(N(CC)CC)C.Cl[SiH:15]([CH:19]([CH3:21])[CH3:20])[CH:16]([CH3:18])[CH3:17], predict the reaction product. The product is: [CH:16]([SiH:15]([CH:19]([CH3:21])[CH3:20])[O:6][CH2:1][CH2:2][C:3]#[C:4][CH3:5])([CH3:18])[CH3:17]. (2) Given the reactants [CH3:1][N:2]1[N:18]=[CH:17][C:16]2[NH:15][C:14](=[O:19])[C@H:13]([CH3:20])[CH2:12][CH2:11][CH2:10][C@H:9]([NH:21]C(=O)OC(C)(C)C)[C:8]3[N:29]=[C:4]([CH:5]=[CH:6][CH:7]=3)[C:3]1=2.C(O)(C(F)(F)F)=O, predict the reaction product. The product is: [NH2:21][C@@H:9]1[C:8]2[N:29]=[C:4]([CH:5]=[CH:6][CH:7]=2)[C:3]2[N:2]([CH3:1])[N:18]=[CH:17][C:16]=2[NH:15][C:14](=[O:19])[C@H:13]([CH3:20])[CH2:12][CH2:11][CH2:10]1. (3) Given the reactants [CH:1]([C:4]1[C:9](=[O:10])[NH:8][C:7](=[O:11])[NH:6][C:5]=1[C:12]([C:14]1[CH:15]=[C:16]([CH:19]=[C:20]([CH3:22])[CH:21]=1)[C:17]#[N:18])=[O:13])([CH3:3])[CH3:2].C(=O)([O-])[O-].[K+].[K+].[I-].[Li+].[CH3:31][O:32][C:33](=[O:44])[CH2:34][C:35]1([CH2:38]OS(C)(=O)=O)[CH2:37][CH2:36]1, predict the reaction product. The product is: [CH3:31][O:32][C:33](=[O:44])[CH2:34][C:35]1([CH2:38][N:6]2[C:5]([C:12](=[O:13])[C:14]3[CH:21]=[C:20]([CH3:22])[CH:19]=[C:16]([C:17]#[N:18])[CH:15]=3)=[C:4]([CH:1]([CH3:3])[CH3:2])[C:9](=[O:10])[NH:8][C:7]2=[O:11])[CH2:37][CH2:36]1. (4) Given the reactants [Cl:1][C:2]1[S:3][C:4]([C:8]([OH:10])=O)=[C:5]([CH3:7])[N:6]=1.O1CCCC1.C(Cl)(=O)C(Cl)=O.[NH2:22][C:23]1[CH:24]=[C:25]([CH:42]=[CH:43][C:44]=1[F:45])[O:26][C:27]1[CH:28]=[CH:29][C:30]2[N:31]([CH:33]=[C:34]([NH:36][C:37]([CH:39]3[CH2:41][CH2:40]3)=[O:38])[N:35]=2)[N:32]=1, predict the reaction product. The product is: [Cl:1][C:2]1[S:3][C:4]([C:8]([NH:22][C:23]2[CH:24]=[C:25]([O:26][C:27]3[CH:28]=[CH:29][C:30]4[N:31]([CH:33]=[C:34]([NH:36][C:37]([CH:39]5[CH2:41][CH2:40]5)=[O:38])[N:35]=4)[N:32]=3)[CH:42]=[CH:43][C:44]=2[F:45])=[O:10])=[C:5]([CH3:7])[N:6]=1. (5) Given the reactants [CH2:1]([C:3]1[CH:4]=[C:5]([C:9]#[C:10][Si](C)(C)C)[CH:6]=[CH:7][CH:8]=1)[CH3:2].C(=O)([O-])[O-].[K+].[K+], predict the reaction product. The product is: [CH2:9]([C:5]1[CH:6]=[CH:7][CH:8]=[C:3]([C:1]#[CH:2])[CH:4]=1)[CH3:10]. (6) Given the reactants [CH3:1][N:2]([CH3:11])[C:3]1[CH:10]=[CH:9][C:6]([CH:7]=O)=[CH:5][CH:4]=1.[CH2:12]([C:16]1[CH:22]=[CH:21][C:19]([NH2:20])=[CH:18][CH:17]=1)[CH2:13][CH2:14][CH3:15], predict the reaction product. The product is: [CH2:12]([C:16]1[CH:17]=[CH:18][C:19]([NH:20][CH2:7][C:6]2[CH:9]=[CH:10][C:3]([N:2]([CH3:11])[CH3:1])=[CH:4][CH:5]=2)=[CH:21][CH:22]=1)[CH2:13][CH2:14][CH3:15]. (7) Given the reactants [CH3:1][O:2][C:3]1[CH:4]=[C:5]([CH2:11][CH:12]([NH:16][CH:17]=O)[CH2:13][CH2:14][CH3:15])[CH:6]=[CH:7][C:8]=1[O:9][CH3:10].O=P(Cl)(Cl)Cl.[OH-].[NH4+].O, predict the reaction product. The product is: [CH3:1][O:2][C:3]1[CH:4]=[C:5]2[C:6](=[CH:7][C:8]=1[O:9][CH3:10])[CH:17]=[N:16][CH:12]([CH2:13][CH2:14][CH3:15])[CH2:11]2. (8) The product is: [CH3:26][O:25][C:23](=[O:24])[C:22]([CH3:28])([CH3:27])[CH2:21][C:20]1[O:19][N:18]=[C:2]([C:3]2[S:4][CH:5]=[C:6]([C:8]([OH:9])=[O:43])[N:7]=2)[N:1]=1. Given the reactants [NH2:1][C:2](=[N:18][O:19][C:20](=O)[CH2:21][C:22]([CH3:28])([CH3:27])[C:23]([O:25][CH3:26])=[O:24])[C:3]1[S:4][CH:5]=[C:6]([CH2:8][O:9]COCC[Si](C)(C)C)[N:7]=1.CC1(C)N([O])C(C)(C)CCC1.C(O)(=[O:43])C.C(O)(=O)C.IC1C=CC=CC=1, predict the reaction product. (9) Given the reactants C1COCC1.[CH3:6][O:7][C:8]1[C@:15]2([CH2:18][CH:19]=[C:20]([CH3:22])[CH3:21])[C:16](=[O:17])[C@@H:11]([C@:12]([CH3:42])([CH2:28][CH2:29][CH2:30][C:31]([CH3:41])([O:33][Si:34]([CH2:39][CH3:40])([CH2:37][CH3:38])[CH2:35][CH3:36])[CH3:32])[C@@H:13]([CH2:23][CH:24]=[C:25]([CH3:27])[CH3:26])[CH2:14]2)[C:10](=[O:43])[C:9]=1[Si:44]([CH3:47])([CH3:46])[CH3:45].[Li]N1C(C)(C)CCCC1(C)C.[C:59](Cl)(=[O:63])[CH:60]([CH3:62])[CH3:61], predict the reaction product. The product is: [C:59]([C@:11]12[C:16](=[O:17])[C@:15]([CH2:18][CH:19]=[C:20]([CH3:21])[CH3:22])([CH2:14][C@H:13]([CH2:23][CH:24]=[C:25]([CH3:27])[CH3:26])[C@@:12]1([CH3:42])[CH2:28][CH2:29][CH2:30][C:31]([CH3:41])([O:33][Si:34]([CH2:35][CH3:36])([CH2:37][CH3:38])[CH2:39][CH3:40])[CH3:32])[C:8]([O:7][CH3:6])=[C:9]([Si:44]([CH3:47])([CH3:46])[CH3:45])[C:10]2=[O:43])(=[O:63])[CH:60]([CH3:62])[CH3:61].